This data is from Reaction yield outcomes from USPTO patents with 853,638 reactions. The task is: Predict the reaction yield, written as a fraction of the theoretical maximum amount of product (1.0 means a 100% yield; for example, 0.34 means a 34% yield). (1) The reactants are [C:1]([O:5][C:6]([NH:8][CH:9]([C:13]1[CH:18]=[CH:17][CH:16]=[C:15]([Cl:19])[CH:14]=1)[C:10]([OH:12])=O)=[O:7])([CH3:4])([CH3:3])[CH3:2].CN1CCOCC1.[C:27]([NH2:31])([CH3:30])([CH3:29])[CH3:28]. The catalyst is C1COCC1. The product is [C:1]([O:5][C:6](=[O:7])[NH:8][CH:9]([C:10](=[O:12])[NH:31][C:27]([CH3:30])([CH3:29])[CH3:28])[C:13]1[CH:18]=[CH:17][CH:16]=[C:15]([Cl:19])[CH:14]=1)([CH3:2])([CH3:3])[CH3:4]. The yield is 0.550. (2) The catalyst is C(Cl)(Cl)Cl. The reactants are [CH2:1]=[C:2]1[CH2:5][N:4]([C:6]([O:8][CH2:9][C:10]2[CH:15]=[CH:14][CH:13]=[CH:12][CH:11]=2)=[O:7])[CH2:3]1.ClC1C=C(C=CC=1)C(OO)=[O:21]. The product is [O:21]1[C:2]2([CH2:5][N:4]([C:6]([O:8][CH2:9][C:10]3[CH:15]=[CH:14][CH:13]=[CH:12][CH:11]=3)=[O:7])[CH2:3]2)[CH2:1]1. The yield is 0.830. (3) The reactants are [NH2:1][C:2]1[CH:7]=[CH:6][CH:5]=[CH:4][N:3]=1.[C:8](O[C:8]([O:10][C:11]([CH3:14])([CH3:13])[CH3:12])=[O:9])([O:10][C:11]([CH3:14])([CH3:13])[CH3:12])=[O:9]. The catalyst is O1CCCC1. The product is [N:3]1[CH:4]=[CH:5][CH:6]=[CH:7][C:2]=1[NH:1][C:8](=[O:9])[O:10][C:11]([CH3:14])([CH3:13])[CH3:12]. The yield is 0.600. (4) The reactants are [C:1]([C:4]1[CH:5]=[C:6]2[C:11](=[CH:12][CH:13]=1)[N:10]=[CH:9][CH:8]=[C:7]2OS(C(F)(F)F)(=O)=O)(=[O:3])[CH3:2].[CH2:22]([O:26][C:27]1[C:32]([CH:33]([CH3:35])[CH3:34])=[CH:31][C:30]([CH:36]([CH3:38])[CH3:37])=[CH:29][C:28]=1B(O)O)[CH2:23][CH2:24][CH3:25].C([O-])([O-])=O.[Na+].[Na+]. The catalyst is C1(C)C=CC=CC=1.[Cl-].[Na+].O.C1C=CC([P]([Pd]([P](C2C=CC=CC=2)(C2C=CC=CC=2)C2C=CC=CC=2)([P](C2C=CC=CC=2)(C2C=CC=CC=2)C2C=CC=CC=2)[P](C2C=CC=CC=2)(C2C=CC=CC=2)C2C=CC=CC=2)(C2C=CC=CC=2)C2C=CC=CC=2)=CC=1. The product is [CH2:22]([O:26][C:27]1[C:32]([CH:33]([CH3:35])[CH3:34])=[CH:31][C:30]([CH:36]([CH3:37])[CH3:38])=[CH:29][C:28]=1[C:7]1[C:6]2[C:11](=[CH:12][CH:13]=[C:4]([C:1](=[O:3])[CH3:2])[CH:5]=2)[N:10]=[CH:9][CH:8]=1)[CH2:23][CH2:24][CH3:25]. The yield is 0.930. (5) The reactants are [CH3:1][O:2][C:3]1[CH:8]=[CH:7][C:6]([NH:9][C:10]2[NH:11][C:12]3[CH:17]=[C:16]([C:18]([O:20][CH2:21][CH3:22])=[O:19])[N:15]=[CH:14][C:13]=3[N:23]=2)=[CH:5][CH:4]=1.C([O-])([O-])=O.[K+].[K+].Cl.Cl[CH2:32][CH2:33][CH2:34][N:35]1[CH2:40][CH2:39][CH2:38][CH2:37][CH2:36]1.C(OCC)(=O)C. The catalyst is CN(C=O)C. The product is [CH3:1][O:2][C:3]1[CH:8]=[CH:7][C:6]([NH:9][C:10]2[N:11]([CH2:32][CH2:33][CH2:34][N:35]3[CH2:40][CH2:39][CH2:38][CH2:37][CH2:36]3)[C:12]3[CH:17]=[C:16]([C:18]([O:20][CH2:21][CH3:22])=[O:19])[N:15]=[CH:14][C:13]=3[N:23]=2)=[CH:5][CH:4]=1. The yield is 0.330. (6) The product is [C:1]1([CH3:17])[CH:2]=[CH:3][C:4]([C:7]2[NH:11][C:10]3[CH:12]=[CH:13][C:14]([NH:16][C:18](=[O:22])[CH2:19][CH2:20][CH3:21])=[CH:15][C:9]=3[N:8]=2)=[CH:5][CH:6]=1. The catalyst is N1C=CC=CC=1. The yield is 0.280. The reactants are [C:1]1([CH3:17])[CH:6]=[CH:5][C:4]([C:7]2[NH:11][C:10]3[CH:12]=[CH:13][C:14]([NH2:16])=[CH:15][C:9]=3[N:8]=2)=[CH:3][CH:2]=1.[C:18](Cl)(=[O:22])[CH2:19][CH2:20][CH3:21].C(OCC)(=O)C. (7) The reactants are [Cl:1][CH2:2][C:3]([CH2:5]Cl)=O.[NH2:7][C:8]1[CH:13]=[CH:12][CH:11]=[CH:10][N:9]=1. The catalyst is C(#N)C. The product is [Cl:1][CH2:2][C:3]1[N:7]=[C:8]2[CH:13]=[CH:12][CH:11]=[CH:10][N:9]2[CH:5]=1. The yield is 0.479. (8) The reactants are [N:1]1[CH:6]=[CH:5][CH:4]=[C:3]([S:7](Cl)(=[O:9])=[O:8])[CH:2]=1.[C:11]([O:15][C:16](=[O:34])[CH2:17][N:18]([C:26]1[CH:31]=[CH:30][CH:29]=[C:28]([CH2:32][NH2:33])[N:27]=1)[C:19]([O:21][C:22]([CH3:25])([CH3:24])[CH3:23])=[O:20])([CH3:14])([CH3:13])[CH3:12].C(N(CC)CC)C.S([O-])(O)(=O)=O.[K+]. The catalyst is C(Cl)Cl. The product is [C:11]([O:15][C:16](=[O:34])[CH2:17][N:18]([C:19]([O:21][C:22]([CH3:25])([CH3:24])[CH3:23])=[O:20])[C:26]1[CH:31]=[CH:30][CH:29]=[C:28]([CH2:32][NH:33][S:7]([C:3]2[CH:2]=[N:1][CH:6]=[CH:5][CH:4]=2)(=[O:9])=[O:8])[N:27]=1)([CH3:14])([CH3:13])[CH3:12]. The yield is 0.850.